This data is from CYP2C19 inhibition data for predicting drug metabolism from PubChem BioAssay. The task is: Regression/Classification. Given a drug SMILES string, predict its absorption, distribution, metabolism, or excretion properties. Task type varies by dataset: regression for continuous measurements (e.g., permeability, clearance, half-life) or binary classification for categorical outcomes (e.g., BBB penetration, CYP inhibition). Dataset: cyp2c19_veith. (1) The result is 0 (non-inhibitor). The drug is NCC[C@H](N)C(=O)O. (2) The drug is CC(CO)(CO)Nc1ncnc2ccccc12. The result is 0 (non-inhibitor). (3) The compound is COc1cccc(Cn2c(=O)c(-c3cccs3)nc3cnc(Nc4ccccc4)nc32)c1. The result is 0 (non-inhibitor). (4) The compound is CC(C)C1=Nc2cccc3cccc(c23)N1.Cl. The result is 1 (inhibitor). (5) The compound is Cc1cc(OCn2ccc(C(=O)O)n2)ccc1Cl. The result is 0 (non-inhibitor). (6) The drug is CC(=O)N1CCC[C@@]2(CCN(c3ccncc3)C2)C1. The result is 0 (non-inhibitor).